Dataset: Catalyst prediction with 721,799 reactions and 888 catalyst types from USPTO. Task: Predict which catalyst facilitates the given reaction. Reactant: [Cl:1][C:2]1[CH:7]=[CH:6][CH:5]=[CH:4][C:3]=1[N:8]1[C:12]([C:13]([OH:15])=O)=[CH:11][C:10]([C:16]([O:18][CH3:19])=[O:17])=[N:9]1.CCN=C=NCCCN(C)C.C1C=CC2N(O)N=NC=2C=1.[CH3:41][S:42]([C:45]1[CH:46]=[C:47]([CH:52]=[CH:53][CH:54]=1)[C:48]([NH:50][NH2:51])=[O:49])(=[O:44])=[O:43]. Product: [Cl:1][C:2]1[CH:7]=[CH:6][CH:5]=[CH:4][C:3]=1[N:8]1[C:12]([C:13]([NH:51][NH:50][C:48](=[O:49])[C:47]2[CH:52]=[CH:53][CH:54]=[C:45]([S:42]([CH3:41])(=[O:43])=[O:44])[CH:46]=2)=[O:15])=[CH:11][C:10]([C:16]([O:18][CH3:19])=[O:17])=[N:9]1. The catalyst class is: 18.